From a dataset of Full USPTO retrosynthesis dataset with 1.9M reactions from patents (1976-2016). Predict the reactants needed to synthesize the given product. (1) Given the product [Na:1].[C:10]1([PH:3][C:4]2[CH:5]=[CH:6][CH:7]=[CH:8][CH:9]=2)[CH:11]=[CH:12][CH:13]=[CH:14][CH:15]=1, predict the reactants needed to synthesize it. The reactants are: [Na:1].Cl[P:3]([C:10]1[CH:15]=[CH:14][CH:13]=[CH:12][CH:11]=1)[C:4]1[CH:9]=[CH:8][CH:7]=[CH:6][CH:5]=1. (2) Given the product [CH2:10]1[C:11](=[O:12])[N:7]([O:4][C:3]([CH2:2][Br:1])=[O:5])[C:8](=[O:13])[CH2:9]1.[Br:1][CH2:2][C:3]([OH:5])=[O:4], predict the reactants needed to synthesize it. The reactants are: [Br:1][CH2:2][C:3]([OH:5])=[O:4].O[N:7]1[C:11](=[O:12])[CH2:10][CH2:9][C:8]1=[O:13]. (3) Given the product [C:19]1([C:17]2[N:1]=[C:2]([C:3]([O:5][CH2:6][CH3:7])=[O:4])[S:8][CH:16]=2)[CH:24]=[CH:23][CH:22]=[CH:21][CH:20]=1, predict the reactants needed to synthesize it. The reactants are: [NH2:1][C:2](=[S:8])[C:3]([O:5][CH2:6][CH3:7])=[O:4].N1C=CC=CC=1.Br[CH2:16][C:17]([C:19]1[CH:24]=[CH:23][CH:22]=[CH:21][CH:20]=1)=O. (4) Given the product [CH3:23][C:17]1[CH:18]=[C:19]([CH3:22])[CH:20]=[CH:21][C:16]=1[N:13]1[CH2:14][CH2:15][N:10]([C:8]([C:5]2[CH:4]=[CH:3][C:2]([N:26]3[CH2:27][CH2:28][O:24][C:25]3=[O:29])=[N:7][CH:6]=2)=[O:9])[CH2:11][CH2:12]1, predict the reactants needed to synthesize it. The reactants are: Br[C:2]1[N:7]=[CH:6][C:5]([C:8]([N:10]2[CH2:15][CH2:14][N:13]([C:16]3[CH:21]=[CH:20][C:19]([CH3:22])=[CH:18][C:17]=3[CH3:23])[CH2:12][CH2:11]2)=[O:9])=[CH:4][CH:3]=1.[O:24]1[CH2:28][CH2:27][NH:26][C:25]1=[O:29]. (5) Given the product [F:17][C:2]([F:1])([C:8]1[CH:13]=[CH:12][C:11]([S:14][C:19]([F:21])([F:20])[F:18])=[CH:10][N:9]=1)[C:3]([O:5][CH2:6][CH3:7])=[O:4], predict the reactants needed to synthesize it. The reactants are: [F:1][C:2]([F:17])([C:8]1[CH:13]=[CH:12][C:11]([S:14]C#N)=[CH:10][N:9]=1)[C:3]([O:5][CH2:6][CH3:7])=[O:4].[F:18][C:19]([Si](C)(C)C)([F:21])[F:20].[F-].C([N+](CCCC)(CCCC)CCCC)CCC. (6) Given the product [Cl:1][C:2]1[CH:7]=[CH:6][C:5]([CH:8]2[C:17]3=[N:35][NH:36][C:19](=[O:21])[C:15]4[CH:14]=[CH:13][CH:12]=[C:11]([C:16]=43)[NH:10][CH:9]2[C:24]2[CH:29]=[CH:28][C:27]([CH2:30][N:31]([CH3:33])[CH3:32])=[CH:26][CH:25]=2)=[CH:4][CH:3]=1, predict the reactants needed to synthesize it. The reactants are: [Cl:1][C:2]1[CH:7]=[CH:6][C:5]([CH:8]2[C:17](=O)[C:16]3[C:15]([C:19]([O:21]CC)=O)=[CH:14][CH:13]=[CH:12][C:11]=3[NH:10][CH:9]2[C:24]2[CH:29]=[CH:28][C:27]([CH2:30][N:31]([CH3:33])[CH3:32])=[CH:26][CH:25]=2)=[CH:4][CH:3]=1.O.[NH2:35][NH2:36].C(O)=O. (7) The reactants are: [CH3:1][O:2][C:3]([C:5]1[C:14]2[CH2:13][CH2:12][NH:11][CH2:10][C:9]=2[CH:8]=[N:7][CH:6]=1)=[O:4].[C:15]([O:19][C:20](=[O:28])[C:21]1[CH:26]=[CH:25][CH:24]=[C:23](I)[CH:22]=1)([CH3:18])([CH3:17])[CH3:16].C(=O)([O-])[O-].[Cs+].[Cs+]. Given the product [CH3:1][O:2][C:3]([C:5]1[C:14]2[CH2:13][CH2:12][N:11]([C:25]3[CH:24]=[CH:23][CH:22]=[C:21]([C:20]([O:19][C:15]([CH3:18])([CH3:17])[CH3:16])=[O:28])[CH:26]=3)[CH2:10][C:9]=2[CH:8]=[N:7][CH:6]=1)=[O:4], predict the reactants needed to synthesize it. (8) Given the product [CH:1]1([S:4]([C:7]2[CH:12]=[CH:11][C:10]([CH:13]([C:14](=[O:15])[CH:27]=[CH:28][CH3:29])[CH2:20][CH:21]3[CH2:22][CH2:23][O:24][CH2:25][CH2:26]3)=[CH:9][CH:8]=2)(=[O:6])=[O:5])[CH2:3][CH2:2]1, predict the reactants needed to synthesize it. The reactants are: [CH:1]1([S:4]([C:7]2[CH:12]=[CH:11][C:10]([CH:13]([CH2:20][CH:21]3[CH2:26][CH2:25][O:24][CH2:23][CH2:22]3)[C:14](N(OC)C)=[O:15])=[CH:9][CH:8]=2)(=[O:6])=[O:5])[CH2:3][CH2:2]1.[CH:27]([Mg]Br)=[CH:28][CH3:29].Cl. (9) Given the product [CH3:25][O:24][C:4]1[C:5]2[CH:6]([CH:27]=[CH2:28])[N:7]3[CH2:20][CH2:19][C:18]4[C:13]([C:8]3=[CH:9][C:10]=2[CH:11]=[CH:12][C:3]=1[O:2][CH3:1])=[CH:14][C:15]1[O:23][CH2:22][O:21][C:16]=1[CH:17]=4, predict the reactants needed to synthesize it. The reactants are: [CH3:1][O:2][C:3]1[CH:12]=[CH:11][C:10]2[C:5](=[CH:6][N+:7]3[CH2:20][CH2:19][C:18]4[C:13](=[CH:14][C:15]5[O:23][CH2:22][O:21][C:16]=5[CH:17]=4)[C:8]=3[CH:9]=2)[C:4]=1[O:24][CH3:25].[Cl-].[CH:27]([Mg]Br)=[CH2:28]. (10) Given the product [NH:16]1[C:17]2[C:22](=[CH:21][CH:20]=[CH:19][CH:18]=2)[C:14]([CH2:13][CH2:12][N:1]2[C:10]3[C:5](=[CH:6][CH:7]=[CH:8][CH:9]=3)[CH2:4][CH2:3][CH2:2]2)=[CH:15]1, predict the reactants needed to synthesize it. The reactants are: [NH:1]1[C:10]2[C:5](=[CH:6][CH:7]=[CH:8][CH:9]=2)[CH2:4][CH2:3][CH2:2]1.Br[CH2:12][CH2:13][C:14]1[C:22]2[C:17](=[CH:18][CH:19]=[CH:20][CH:21]=2)[NH:16][CH:15]=1.